This data is from NCI-60 drug combinations with 297,098 pairs across 59 cell lines. The task is: Regression. Given two drug SMILES strings and cell line genomic features, predict the synergy score measuring deviation from expected non-interaction effect. (1) Drug 1: C1CC(C1)(C(=O)O)C(=O)O.[NH2-].[NH2-].[Pt+2]. Drug 2: CCC1(CC2CC(C3=C(CCN(C2)C1)C4=CC=CC=C4N3)(C5=C(C=C6C(=C5)C78CCN9C7C(C=CC9)(C(C(C8N6C)(C(=O)OC)O)OC(=O)C)CC)OC)C(=O)OC)O.OS(=O)(=O)O. Cell line: IGROV1. Synergy scores: CSS=3.82, Synergy_ZIP=-3.73, Synergy_Bliss=-2.08, Synergy_Loewe=-3.27, Synergy_HSA=-1.76. (2) Drug 1: C1CCC(C1)C(CC#N)N2C=C(C=N2)C3=C4C=CNC4=NC=N3. Drug 2: CC1CCCC2(C(O2)CC(NC(=O)CC(C(C(=O)C(C1O)C)(C)C)O)C(=CC3=CSC(=N3)C)C)C. Cell line: BT-549. Synergy scores: CSS=1.46, Synergy_ZIP=1.02, Synergy_Bliss=3.67, Synergy_Loewe=-4.35, Synergy_HSA=0.406. (3) Drug 1: CC1C(C(CC(O1)OC2CC(CC3=C2C(=C4C(=C3O)C(=O)C5=C(C4=O)C(=CC=C5)OC)O)(C(=O)C)O)N)O.Cl. Drug 2: CC(C)NC(=O)C1=CC=C(C=C1)CNNC.Cl. Cell line: UACC-257. Synergy scores: CSS=-4.43, Synergy_ZIP=0.763, Synergy_Bliss=-0.675, Synergy_Loewe=-11.9, Synergy_HSA=-4.99. (4) Drug 1: CC1=CC=C(C=C1)C2=CC(=NN2C3=CC=C(C=C3)S(=O)(=O)N)C(F)(F)F. Drug 2: B(C(CC(C)C)NC(=O)C(CC1=CC=CC=C1)NC(=O)C2=NC=CN=C2)(O)O. Cell line: MCF7. Synergy scores: CSS=27.7, Synergy_ZIP=-6.35, Synergy_Bliss=-3.88, Synergy_Loewe=-50.7, Synergy_HSA=-1.54. (5) Drug 1: CC1OCC2C(O1)C(C(C(O2)OC3C4COC(=O)C4C(C5=CC6=C(C=C35)OCO6)C7=CC(=C(C(=C7)OC)O)OC)O)O. Drug 2: CCN(CC)CCCC(C)NC1=C2C=C(C=CC2=NC3=C1C=CC(=C3)Cl)OC. Cell line: HT29. Synergy scores: CSS=62.4, Synergy_ZIP=1.09, Synergy_Bliss=4.30, Synergy_Loewe=4.32, Synergy_HSA=7.01.